From a dataset of Forward reaction prediction with 1.9M reactions from USPTO patents (1976-2016). Predict the product of the given reaction. (1) Given the reactants [Br:1][C:2]1[CH:3]=[CH:4][C:5]([OH:25])=[C:6]([CH:24]=1)[C:7]([NH:9][C:10]1[CH:15]=[C:14]([C:16]([CH3:19])([CH3:18])[CH3:17])[CH:13]=[C:12]([C:20]([CH3:23])([CH3:22])[CH3:21])[CH:11]=1)=[O:8].[N:26]1([C:32](Cl)=[O:33])[CH2:31][CH2:30][O:29][CH2:28][CH2:27]1, predict the reaction product. The product is: [Br:1][C:2]1[CH:3]=[CH:4][C:5]([O:25][C:32]([N:26]2[CH2:31][CH2:30][O:29][CH2:28][CH2:27]2)=[O:33])=[C:6]([CH:24]=1)[C:7]([NH:9][C:10]1[CH:15]=[C:14]([C:16]([CH3:17])([CH3:18])[CH3:19])[CH:13]=[C:12]([C:20]([CH3:23])([CH3:22])[CH3:21])[CH:11]=1)=[O:8]. (2) The product is: [CH3:1][S:2]([C:4]1[N:9]=[CH:8][C:7]2=[CH:10][CH:11]=[C:12]([C:13]3[CH:18]=[CH:17][C:16]([CH3:19])=[CH:15][C:14]=3[N:20]([CH3:25])[S:21]([CH3:24])(=[O:23])=[O:22])[N:6]2[N:5]=1)=[O:3]. Given the reactants [CH3:1][S:2]([C:4]1[N:9]=[CH:8][C:7]2=[CH:10][CH:11]=[C:12]([C:13]3[CH:18]=[CH:17][C:16]([CH3:19])=[CH:15][C:14]=3[NH:20][S:21]([CH3:24])(=[O:23])=[O:22])[N:6]2[N:5]=1)=[O:3].[C:25](=O)([O-])[O-].[K+].[K+].CN(C)C=O.CI, predict the reaction product. (3) Given the reactants [ClH:1].[N+](C1C=CC(C2SC(CCN)=NC=2)=CC=1)([O-])=O.[N+:19]([C:22]1[CH:27]=[CH:26][C:25]([C:28]2[S:32][C:31]([C:33]([NH:36]C(=O)OC(C)(C)C)([CH3:35])[CH3:34])=[N:30][CH:29]=2)=[CH:24][CH:23]=1)([O-:21])=[O:20].Cl, predict the reaction product. The product is: [ClH:1].[N+:19]([C:22]1[CH:23]=[CH:24][C:25]([C:28]2[S:32][C:31]([C:33]([NH2:36])([CH3:34])[CH3:35])=[N:30][CH:29]=2)=[CH:26][CH:27]=1)([O-:21])=[O:20]. (4) Given the reactants [Cl:1][C:2]1[C:7]2[N:8]=[CH:9][NH:10][C:6]=2[CH:5]=[C:4]([Cl:11])[N:3]=1.I[CH:13]([CH3:15])[CH3:14], predict the reaction product. The product is: [Cl:1][C:2]1[C:7]2[N:8]=[CH:9][N:10]([CH:13]([CH3:15])[CH3:14])[C:6]=2[CH:5]=[C:4]([Cl:11])[N:3]=1. (5) Given the reactants Cl.[C:2]1([C:8]2[CH2:13][NH:12][CH2:11][CH2:10][C:9]=2[CH2:14][OH:15])[CH:7]=[CH:6][CH:5]=[CH:4][CH:3]=1.CCN(CC)CC.[CH3:23][C:24](OC(C)=O)=[O:25], predict the reaction product. The product is: [OH:15][CH2:14][C:9]1[CH2:10][CH2:11][N:12]([C:24](=[O:25])[CH3:23])[CH2:13][C:8]=1[C:2]1[CH:3]=[CH:4][CH:5]=[CH:6][CH:7]=1. (6) Given the reactants [CH2:1]([N:3]([CH2:30][CH3:31])[CH2:4][CH2:5][NH:6][C:7]([C:9]1[C:17]2[CH2:16][CH2:15][CH2:14]/[C:13](=[C:18]3/[C:19](=[O:28])[NH:20][C:21]4[C:26]/3=[CH:25][C:24]([F:27])=[CH:23][CH:22]=4)/[C:12]=2[NH:11][C:10]=1[CH3:29])=[O:8])[CH3:2].C(#N)C.[CH3:35][S:36]([OH:39])(=[O:38])=[O:37], predict the reaction product. The product is: [CH3:35][S:36]([OH:39])(=[O:38])=[O:37].[CH2:30]([N:3]([CH2:1][CH3:2])[CH2:4][CH2:5][NH:6][C:7]([C:9]1[C:17]2[CH2:16][CH2:15][CH2:14]/[C:13](=[C:18]3/[C:19](=[O:28])[NH:20][C:21]4[C:26]/3=[CH:25][C:24]([F:27])=[CH:23][CH:22]=4)/[C:12]=2[NH:11][C:10]=1[CH3:29])=[O:8])[CH3:31]. (7) Given the reactants [F:1][C:2]1[C:7]([CH2:8]CO)=[C:6]([F:11])[CH:5]=[CH:4][C:3]=1[NH:12][S:13]([C:16]1[S:17][CH:18]=[CH:19][CH:20]=1)(=[O:15])=[O:14].CC(OI1(OC(C)=O)(OC(C)=O)OC(=O)C2C=CC=CC1=2)=[O:23].O, predict the reaction product. The product is: [F:1][C:2]1[C:7]([CH:8]=[O:23])=[C:6]([F:11])[CH:5]=[CH:4][C:3]=1[NH:12][S:13]([C:16]1[S:17][CH:18]=[CH:19][CH:20]=1)(=[O:15])=[O:14]. (8) Given the reactants [C:1]1([C:7](Cl)([C:14]2[CH:19]=[CH:18][CH:17]=[CH:16][CH:15]=2)[C:8]2[CH:13]=[CH:12][CH:11]=[CH:10][CH:9]=2)[CH:6]=[CH:5][CH:4]=[CH:3][CH:2]=1.[C@@H:21]1([N:29]2[CH:37]=[C:35]([CH3:36])[C:33](=[O:34])[NH:32][C:30]2=[O:31])[O:28][C@H:25]([CH2:26][OH:27])[C@@H:23]([OH:24])[CH2:22]1.C(=O)(O)[O-].[Na+], predict the reaction product. The product is: [C:7]([O:27][CH2:26][C@H:25]1[O:28][C@@H:21]([N:29]2[CH:37]=[C:35]([CH3:36])[C:33](=[O:34])[NH:32][C:30]2=[O:31])[CH2:22][C@@H:23]1[OH:24])([C:14]1[CH:19]=[CH:18][CH:17]=[CH:16][CH:15]=1)([C:8]1[CH:13]=[CH:12][CH:11]=[CH:10][CH:9]=1)[C:1]1[CH:6]=[CH:5][CH:4]=[CH:3][CH:2]=1. (9) Given the reactants [N:1]1[C:10]2[C:5](=[CH:6][CH:7]=[CH:8][CH:9]=2)[CH:4]=[CH:3][C:2]=1[NH:11][CH2:12][CH2:13][CH2:14][NH2:15].[C:16]([N:19]1[C:27]2[C:22](=[CH:23][CH:24]=[CH:25][CH:26]=2)[C:21]([CH:28]=O)=[CH:20]1)(=[O:18])[CH3:17], predict the reaction product. The product is: [C:16]([N:19]1[C:27]2[C:22](=[CH:23][CH:24]=[CH:25][CH:26]=2)[C:21]([CH2:28][CH:14]([NH2:15])[CH2:13][CH2:12][NH:11][C:2]2[CH:3]=[CH:4][C:5]3[C:10](=[CH:9][CH:8]=[CH:7][CH:6]=3)[N:1]=2)=[CH:20]1)(=[O:18])[CH3:17]. (10) Given the reactants Br[C:2]1[CH:7]=[CH:6][C:5]([C:8]2[O:12][N:11]=[C:10]([CH3:13])[C:9]=2[NH:14][CH:15]([CH3:24])[CH2:16][S:17][C:18]2[CH:23]=[CH:22][CH:21]=[CH:20][CH:19]=2)=[CH:4][CH:3]=1.[CH2:25]([O:27][C:28]([C:30]1([C:33]2[CH:38]=[CH:37][C:36](B3OC(C)(C)C(C)(C)O3)=[CH:35][CH:34]=2)[CH2:32][CH2:31]1)=[O:29])[CH3:26], predict the reaction product. The product is: [CH2:25]([O:27][C:28]([C:30]1([C:33]2[CH:38]=[CH:37][C:36]([C:2]3[CH:7]=[CH:6][C:5]([C:8]4[O:12][N:11]=[C:10]([CH3:13])[C:9]=4[NH:14][CH:15]([CH3:24])[CH2:16][S:17][C:18]4[CH:23]=[CH:22][CH:21]=[CH:20][CH:19]=4)=[CH:4][CH:3]=3)=[CH:35][CH:34]=2)[CH2:31][CH2:32]1)=[O:29])[CH3:26].